Dataset: Catalyst prediction with 721,799 reactions and 888 catalyst types from USPTO. Task: Predict which catalyst facilitates the given reaction. (1) Reactant: FC(F)(F)S([O:6][S:7]([C:10]([F:13])([F:12])[F:11])(=[O:9])=[O:8])(=O)=O.[CH:16]1([C:19]2[CH:24]=[C:23]([C:25]([O:27][CH3:28])=[O:26])[C:22](O)=[CH:21][C:20]=2[C:30]2[CH:35]=[CH:34][C:33]([F:36])=[CH:32][CH:31]=2)[CH2:18][CH2:17]1. Product: [CH:16]1([C:19]2[CH:24]=[C:23]([C:25]([O:27][CH3:28])=[O:26])[C:22]([O:6][S:7]([C:10]([F:11])([F:12])[F:13])(=[O:8])=[O:9])=[CH:21][C:20]=2[C:30]2[CH:31]=[CH:32][C:33]([F:36])=[CH:34][CH:35]=2)[CH2:18][CH2:17]1. The catalyst class is: 17. (2) Reactant: [Cl:1][C:2]1[N:3]=[C:4]2[NH:12][C:11]([CH3:14])([CH3:13])[CH2:10][CH2:9][N:5]2[C:6](=[O:8])[CH:7]=1.CC#N.C(=O)([O-])[O-].[Cs+].[Cs+].CS(O[CH2:29][CH2:30][O:31][CH3:32])(=O)=O. Product: [Cl:1][C:2]1[N:3]=[C:4]2[N:12]([CH2:29][CH2:30][O:31][CH3:32])[C:11]([CH3:14])([CH3:13])[CH2:10][CH2:9][N:5]2[C:6](=[O:8])[CH:7]=1. The catalyst class is: 84. (3) Reactant: C(OC([N:8]1[CH2:13][CH2:12][CH:11]([NH:14][C:15](=[O:46])[C:16]2[CH:21]=[C:20]([O:22][CH3:23])[C:19]([NH:24][C:25]3[N:26]=[CH:27][C:28]4[N:34]([CH3:35])[C:33](=[O:36])[C:32]([F:38])([F:37])[CH2:31][N:30]([CH:39]5[CH2:43][CH2:42][CH2:41][CH2:40]5)[C:29]=4[N:44]=3)=[CH:18][C:17]=2[F:45])[CH2:10][CH2:9]1)=O)(C)(C)C.FC(F)(F)C(O)=O.ClCCl. Product: [CH:39]1([N:30]2[CH2:31][C:32]([F:38])([F:37])[C:33](=[O:36])[N:34]([CH3:35])[C:28]3[CH:27]=[N:26][C:25]([NH:24][C:19]4[C:20]([O:22][CH3:23])=[CH:21][C:16]([C:15]([NH:14][CH:11]5[CH2:12][CH2:13][NH:8][CH2:9][CH2:10]5)=[O:46])=[C:17]([F:45])[CH:18]=4)=[N:44][C:29]2=3)[CH2:40][CH2:41][CH2:42][CH2:43]1. The catalyst class is: 4. (4) Reactant: C[O:2][C:3]([C:5]1[C:13]2[C:8](=[C:9]([CH3:15])[CH:10]=[CH:11][C:12]=2[F:14])[N:7]([CH2:16][CH2:17][O:18][C:19]([F:22])([F:21])[F:20])[CH:6]=1)=[O:4]. Product: [F:14][C:12]1[CH:11]=[CH:10][C:9]([CH3:15])=[C:8]2[C:13]=1[C:5]([C:3]([OH:4])=[O:2])=[CH:6][N:7]2[CH2:16][CH2:17][O:18][C:19]([F:22])([F:21])[F:20]. The catalyst class is: 273. (5) Reactant: [CH2:1]([N:5]=[C:6]=[O:7])[CH2:2][CH2:3][CH3:4].CCN(CC)CC.[OH:15][C:16]1[CH:17]=[C:18]([N:22]2[CH:26]=[CH:25][C:24]([C:27]([NH2:29])=[O:28])=[CH:23]2)[CH:19]=[CH:20][CH:21]=1. Product: [C:27]([C:24]1[CH:25]=[CH:26][N:22]([C:18]2[CH:17]=[C:16]([O:15][C:6](=[O:7])[NH:5][CH2:1][CH2:2][CH2:3][CH3:4])[CH:21]=[CH:20][CH:19]=2)[CH:23]=1)(=[O:28])[NH2:29]. The catalyst class is: 1. (6) Reactant: Br[C:2]1[NH:19][C:5]2[N:6]=[CH:7][N:8]=[C:9]([NH:10][C:11]3[CH:12]=[CH:13][C:14]([CH3:18])=[C:15]([OH:17])[CH:16]=3)[C:4]=2[CH:3]=1.[NH2:20][C:21]1[CH:22]=[C:23](B(O)O)[CH:24]=[CH:25][CH:26]=1.C(Cl)Cl.[O-]P([O-])([O-])=O.[K+].[K+].[K+]. Product: [NH2:20][C:21]1[CH:26]=[C:25]([C:2]2[NH:19][C:5]3[N:6]=[CH:7][N:8]=[C:9]([NH:10][C:11]4[CH:12]=[CH:13][C:14]([CH3:18])=[C:15]([OH:17])[CH:16]=4)[C:4]=3[CH:3]=2)[CH:24]=[CH:23][CH:22]=1. The catalyst class is: 75. (7) Reactant: [Cl:1][C:2]1[CH:10]=[CH:9][CH:8]=[C:7]([Cl:11])[C:3]=1[C:4]([OH:6])=O.CN(C(ON1N=NC2C=CC=NC1=2)=[N+](C)C)C.F[P-](F)(F)(F)(F)F.C(N(CC)CC)C.[CH3:43][S:44]([N:47]1[CH2:52][CH2:51][CH:50]([C:53]2[CH:65]=[CH:64][C:56]([CH2:57][C@@H:58]([C:60]([O:62]C)=[O:61])[NH2:59])=[CH:55][CH:54]=2)[CH2:49][CH2:48]1)(=[O:46])=[O:45]. Product: [Cl:11][C:7]1[CH:8]=[CH:9][CH:10]=[C:2]([Cl:1])[C:3]=1[C:4]([NH:59][C@H:58]([C:60]([OH:62])=[O:61])[CH2:57][C:56]1[CH:64]=[CH:65][C:53]([CH:50]2[CH2:49][CH2:48][N:47]([S:44]([CH3:43])(=[O:45])=[O:46])[CH2:52][CH2:51]2)=[CH:54][CH:55]=1)=[O:6]. The catalyst class is: 3.